Dataset: Full USPTO retrosynthesis dataset with 1.9M reactions from patents (1976-2016). Task: Predict the reactants needed to synthesize the given product. (1) Given the product [CH:11]1([C:10]2[C:9]3[C:4](=[CH:5][C:6]([C:17]([O:19][CH3:20])=[O:18])=[CH:7][CH:8]=3)[N:3]([CH2:21][C:22]([N:24]([CH3:26])[CH3:25])=[O:23])[C:2]=2[C:45]2[CH:44]=[N:43][C:42]([O:41][CH3:40])=[CH:47][CH:46]=2)[CH2:16][CH2:15][CH2:14][CH2:13][CH2:12]1, predict the reactants needed to synthesize it. The reactants are: Br[C:2]1[N:3]([CH2:21][C:22]([N:24]([CH3:26])[CH3:25])=[O:23])[C:4]2[C:9]([C:10]=1[CH:11]1[CH2:16][CH2:15][CH2:14][CH2:13][CH2:12]1)=[CH:8][CH:7]=[C:6]([C:17]([O:19][CH3:20])=[O:18])[CH:5]=2.ClCC(N(C)C)=O.C([O-])([O-])=O.[Na+].[Na+].[CH3:40][O:41][C:42]1[CH:47]=[CH:46][C:45](B(O)O)=[CH:44][N:43]=1. (2) Given the product [F:1][C:2]([F:10])([F:9])[C:3]1[O:7][C:6]([NH:8][C:18](=[O:19])[CH:17]([C:11]2[CH:16]=[CH:15][CH:14]=[CH:13][CH:12]=2)[C:21]2[CH:26]=[CH:25][CH:24]=[CH:23][CH:22]=2)=[N:5][N:4]=1, predict the reactants needed to synthesize it. The reactants are: [F:1][C:2]([F:10])([F:9])[C:3]1[O:7][C:6]([NH2:8])=[N:5][N:4]=1.[C:11]1([CH:17]([C:21]2[CH:26]=[CH:25][CH:24]=[CH:23][CH:22]=2)[C:18](Cl)=[O:19])[CH:16]=[CH:15][CH:14]=[CH:13][CH:12]=1. (3) Given the product [CH3:9][C:8]1([CH3:10])[CH2:7][O:6][C:5](=[O:11])[C@H:4]1[NH:1][C:13](=[O:12])[O:15][C:16]([CH3:19])([CH3:18])[CH3:17], predict the reactants needed to synthesize it. The reactants are: [N:1]([C@H:4]1[C:8]([CH3:10])([CH3:9])[CH2:7][O:6][C:5]1=[O:11])=[N+]=[N-].[O:12](C(OC(C)(C)C)=O)[C:13]([O:15][C:16]([CH3:19])([CH3:18])[CH3:17])=O. (4) The reactants are: C(=O)([O-])[O-].[K+].[K+].O1CCOCC1.[CH3:13][C:14]([CH3:30])([CH3:29])[C:15]#[C:16][C:17]([C:19]1[N:24]=[C:23]([C:25]([O:27][CH3:28])=[O:26])[CH:22]=[CH:21][CH:20]=1)=[O:18].CC1C=C(C)C=C(C)C=1S([O-])(=O)=O.[NH2:44][N+:45]1[CH:50]=[CH:49][CH:48]=[C:47]([O:51][CH3:52])[CH:46]=1. Given the product [C:14]([C:15]1[C:16]([C:17]([C:19]2[N:24]=[C:23]([C:25]([O:27][CH3:28])=[O:26])[CH:22]=[CH:21][CH:20]=2)=[O:18])=[C:50]2[CH:49]=[CH:48][C:47]([O:51][CH3:52])=[CH:46][N:45]2[N:44]=1)([CH3:30])([CH3:29])[CH3:13], predict the reactants needed to synthesize it. (5) Given the product [NH2:32][C:28]1[C:27]2[CH:26]=[CH:25][C:24]([CH3:33])=[C:23]([C:8]3[CH:9]=[C:10]4[C:5](=[CH:6][CH:7]=3)[N:4]=[C:3]([NH:2][CH3:1])[N:12]=[CH:11]4)[C:31]=2[S:30][N:29]=1, predict the reactants needed to synthesize it. The reactants are: [CH3:1][NH:2][C:3]1[N:12]=[CH:11][C:10]2[C:5](=[CH:6][CH:7]=[C:8](B3OC(C)(C)C(C)(C)O3)[CH:9]=2)[N:4]=1.I[C:23]1[C:31]2[S:30][N:29]=[C:28]([NH2:32])[C:27]=2[CH:26]=[CH:25][C:24]=1[CH3:33].C(=O)([O-])[O-].[Na+].[Na+].CN(C=O)C.